This data is from NCI-60 drug combinations with 297,098 pairs across 59 cell lines. The task is: Regression. Given two drug SMILES strings and cell line genomic features, predict the synergy score measuring deviation from expected non-interaction effect. (1) Drug 2: CS(=O)(=O)CCNCC1=CC=C(O1)C2=CC3=C(C=C2)N=CN=C3NC4=CC(=C(C=C4)OCC5=CC(=CC=C5)F)Cl. Cell line: CCRF-CEM. Drug 1: CC1C(C(CC(O1)OC2CC(CC3=C2C(=C4C(=C3O)C(=O)C5=C(C4=O)C(=CC=C5)OC)O)(C(=O)C)O)N)O.Cl. Synergy scores: CSS=44.9, Synergy_ZIP=12.0, Synergy_Bliss=14.6, Synergy_Loewe=-23.0, Synergy_HSA=12.1. (2) Drug 1: C1=NC2=C(N=C(N=C2N1C3C(C(C(O3)CO)O)O)F)N. Drug 2: CC=C1C(=O)NC(C(=O)OC2CC(=O)NC(C(=O)NC(CSSCCC=C2)C(=O)N1)C(C)C)C(C)C. Cell line: NCI/ADR-RES. Synergy scores: CSS=19.6, Synergy_ZIP=-0.796, Synergy_Bliss=-0.417, Synergy_Loewe=-2.55, Synergy_HSA=-1.70. (3) Drug 1: C1=C(C(=O)NC(=O)N1)F. Drug 2: CCCCC(=O)OCC(=O)C1(CC(C2=C(C1)C(=C3C(=C2O)C(=O)C4=C(C3=O)C=CC=C4OC)O)OC5CC(C(C(O5)C)O)NC(=O)C(F)(F)F)O. Cell line: SK-OV-3. Synergy scores: CSS=19.5, Synergy_ZIP=2.76, Synergy_Bliss=2.32, Synergy_Loewe=3.44, Synergy_HSA=3.50. (4) Drug 1: CC12CCC(CC1=CCC3C2CCC4(C3CC=C4C5=CN=CC=C5)C)O. Drug 2: CCN(CC)CCCC(C)NC1=C2C=C(C=CC2=NC3=C1C=CC(=C3)Cl)OC. Cell line: OVCAR3. Synergy scores: CSS=30.7, Synergy_ZIP=-1.65, Synergy_Bliss=6.11, Synergy_Loewe=-28.7, Synergy_HSA=5.41. (5) Drug 1: COC1=CC(=CC(=C1O)OC)C2C3C(COC3=O)C(C4=CC5=C(C=C24)OCO5)OC6C(C(C7C(O6)COC(O7)C8=CC=CS8)O)O. Drug 2: CC1C(C(CC(O1)OC2CC(OC(C2O)C)OC3=CC4=CC5=C(C(=O)C(C(C5)C(C(=O)C(C(C)O)O)OC)OC6CC(C(C(O6)C)O)OC7CC(C(C(O7)C)O)OC8CC(C(C(O8)C)O)(C)O)C(=C4C(=C3C)O)O)O)O. Cell line: CCRF-CEM. Synergy scores: CSS=57.0, Synergy_ZIP=2.25, Synergy_Bliss=2.09, Synergy_Loewe=-10.9, Synergy_HSA=1.95.